This data is from Merck oncology drug combination screen with 23,052 pairs across 39 cell lines. The task is: Regression. Given two drug SMILES strings and cell line genomic features, predict the synergy score measuring deviation from expected non-interaction effect. (1) Drug 1: CN(C)C(=N)N=C(N)N. Drug 2: Cn1c(=O)n(-c2ccc(C(C)(C)C#N)cc2)c2c3cc(-c4cnc5ccccc5c4)ccc3ncc21. Cell line: NCIH23. Synergy scores: synergy=6.78. (2) Drug 1: COc1cccc2c1C(=O)c1c(O)c3c(c(O)c1C2=O)CC(O)(C(=O)CO)CC3OC1CC(N)C(O)C(C)O1. Drug 2: CCN(CC)CCNC(=O)c1c(C)[nH]c(C=C2C(=O)Nc3ccc(F)cc32)c1C. Cell line: NCIH1650. Synergy scores: synergy=-1.25.